From a dataset of Full USPTO retrosynthesis dataset with 1.9M reactions from patents (1976-2016). Predict the reactants needed to synthesize the given product. (1) The reactants are: C1(C(C2C=CC=CC=2)([C@@H]2CCCN2)O)C=CC=CC=1.B(OC)(OC)OC.B.C(N(CC)C1C=CC=CC=1)C.[N+:39]([C:42]1[CH:47]=[CH:46][C:45]([C:48](=[O:62])[CH2:49][CH2:50][C:51]([C:53]2[CH:58]=[CH:57][C:56]([N+:59]([O-:61])=[O:60])=[CH:55][CH:54]=2)=[O:52])=[CH:44][CH:43]=1)([O-:41])=[O:40].B.CO.Cl. Given the product [N+:39]([C:42]1[CH:47]=[CH:46][C:45]([C@H:48]([OH:62])[CH2:49][CH2:50][C@H:51]([C:53]2[CH:58]=[CH:57][C:56]([N+:59]([O-:61])=[O:60])=[CH:55][CH:54]=2)[OH:52])=[CH:44][CH:43]=1)([O-:41])=[O:40], predict the reactants needed to synthesize it. (2) Given the product [CH3:1][O:2][C:3](=[O:26])[CH:4]([C:9]1[CH:10]=[C:11]([C:16]2[CH:17]=[CH:18][C:19]([C:22]([F:23])([F:25])[F:24])=[CH:20][CH:21]=2)[CH:12]=[C:13]([O:15][C:31]2[CH:32]=[CH:33][C:28]([F:27])=[C:29]([O:37][CH3:38])[CH:30]=2)[CH:14]=1)[CH2:5][CH:6]([CH3:8])[CH3:7], predict the reactants needed to synthesize it. The reactants are: [CH3:1][O:2][C:3](=[O:26])[CH:4]([C:9]1[CH:10]=[C:11]([C:16]2[CH:21]=[CH:20][C:19]([C:22]([F:25])([F:24])[F:23])=[CH:18][CH:17]=2)[CH:12]=[C:13]([OH:15])[CH:14]=1)[CH2:5][CH:6]([CH3:8])[CH3:7].[F:27][C:28]1[CH:33]=[CH:32][C:31](B(O)O)=[CH:30][C:29]=1[O:37][CH3:38]. (3) Given the product [CH3:20][O:19][C:16]1[CH:17]=[CH:18][C:13]([C:12]2[O:11][C:10]([CH3:21])([CH3:22])[C:9](=[O:23])[C:8]=2[C:5]2[CH:4]=[CH:3][C:2]([O:1][CH2:36][C:37]3[N:38]=[C:39]4[CH:44]=[CH:43][CH:42]=[CH:41][N:40]4[C:45]=3[CH3:46])=[CH:7][CH:6]=2)=[CH:14][CH:15]=1, predict the reactants needed to synthesize it. The reactants are: [OH:1][C:2]1[CH:7]=[CH:6][C:5]([C:8]2[C:9](=[O:23])[C:10]([CH3:22])([CH3:21])[O:11][C:12]=2[C:13]2[CH:18]=[CH:17][C:16]([O:19][CH3:20])=[CH:15][CH:14]=2)=[CH:4][CH:3]=1.C(=O)([O-])[O-].[Cs+].[Cs+].CN(C=O)C.Cl[CH2:36][C:37]1[N:38]=[C:39]2[CH:44]=[CH:43][CH:42]=[CH:41][N:40]2[C:45]=1[CH3:46]. (4) Given the product [CH3:1][O:2][C:3]1[C:4]([O:26][CH2:27][CH2:28][CH2:29][O:30][CH3:31])=[CH:5][C:6]2[CH2:15][CH:14]([CH2:16][O:17][CH3:18])[N:13]3[C:8](=[CH:9][C:10](=[O:24])[C:11]([C:19]([OH:21])=[O:20])=[CH:12]3)[C:7]=2[CH:25]=1, predict the reactants needed to synthesize it. The reactants are: [CH3:1][O:2][C:3]1[C:4]([O:26][CH2:27][CH2:28][CH2:29][O:30][CH3:31])=[CH:5][C:6]2[CH2:15][CH:14]([CH2:16][O:17][CH3:18])[N:13]3[C:8](=[CH:9][C:10](=[O:24])[C:11]([C:19]([O:21]CC)=[O:20])=[CH:12]3)[C:7]=2[CH:25]=1.[Li+].[OH-].Cl. (5) The reactants are: [OH:1][C:2]1[CH:11]=[C:10]2[C:5]([CH:6]=[C:7]([S:16](Cl)(=[O:18])=[O:17])[CH:8]=[C:9]2[S:12](Cl)(=[O:14])=[O:13])=[CH:4][CH:3]=1.[F:20][C:21]1[CH:22]=[C:23]([CH:25]=[CH:26][CH:27]=1)[NH2:24]. Given the product [F:20][C:21]1[CH:22]=[C:23]([NH:24][S:12]([C:9]2[C:10]3[C:5](=[CH:4][CH:3]=[C:2]([OH:1])[CH:11]=3)[CH:6]=[C:7]([S:16]([NH:24][C:23]3[CH:25]=[CH:26][CH:27]=[C:21]([F:20])[CH:22]=3)(=[O:18])=[O:17])[CH:8]=2)(=[O:14])=[O:13])[CH:25]=[CH:26][CH:27]=1, predict the reactants needed to synthesize it. (6) Given the product [Cl:1][C:2]1[CH:3]=[C:4]([N:8]2[C:13](=[O:14])[C:12]([Cl:28])=[C:11]([C:16]3[CH:21]=[CH:20][C:19]([S:22]([CH3:25])(=[O:24])=[O:23])=[CH:18][CH:17]=3)[CH:10]=[N:9]2)[CH:5]=[CH:6][CH:7]=1, predict the reactants needed to synthesize it. The reactants are: [Cl:1][C:2]1[CH:3]=[C:4]([N:8]2[C:13](=[O:14])[C:12](O)=[C:11]([C:16]3[CH:21]=[CH:20][C:19]([S:22]([CH3:25])(=[O:24])=[O:23])=[CH:18][CH:17]=3)[CH:10]=[N:9]2)[CH:5]=[CH:6][CH:7]=1.O=P(Cl)(Cl)[Cl:28].